From a dataset of NCI-60 drug combinations with 297,098 pairs across 59 cell lines. Regression. Given two drug SMILES strings and cell line genomic features, predict the synergy score measuring deviation from expected non-interaction effect. (1) Drug 1: C1=CC(=C2C(=C1NCCNCCO)C(=O)C3=C(C=CC(=C3C2=O)O)O)NCCNCCO. Drug 2: C1=CC(=CC=C1CC(C(=O)O)N)N(CCCl)CCCl.Cl. Cell line: SK-MEL-5. Synergy scores: CSS=14.5, Synergy_ZIP=-2.11, Synergy_Bliss=0.601, Synergy_Loewe=-10.1, Synergy_HSA=-1.88. (2) Drug 1: C1CN1C2=NC(=NC(=N2)N3CC3)N4CC4. Drug 2: C1=CC(=CC=C1CCC2=CNC3=C2C(=O)NC(=N3)N)C(=O)NC(CCC(=O)O)C(=O)O. Cell line: UO-31. Synergy scores: CSS=20.7, Synergy_ZIP=-8.87, Synergy_Bliss=-3.76, Synergy_Loewe=-13.5, Synergy_HSA=-5.76. (3) Drug 1: CCCCC(=O)OCC(=O)C1(CC(C2=C(C1)C(=C3C(=C2O)C(=O)C4=C(C3=O)C=CC=C4OC)O)OC5CC(C(C(O5)C)O)NC(=O)C(F)(F)F)O. Drug 2: C#CCC(CC1=CN=C2C(=N1)C(=NC(=N2)N)N)C3=CC=C(C=C3)C(=O)NC(CCC(=O)O)C(=O)O. Cell line: SNB-75. Synergy scores: CSS=59.0, Synergy_ZIP=-4.80, Synergy_Bliss=-5.95, Synergy_Loewe=-4.69, Synergy_HSA=-4.52.